Dataset: Peptide-MHC class II binding affinity with 134,281 pairs from IEDB. Task: Regression. Given a peptide amino acid sequence and an MHC pseudo amino acid sequence, predict their binding affinity value. This is MHC class II binding data. (1) The peptide sequence is KNKVVKVLRPAPGGK. The MHC is DRB4_0103 with pseudo-sequence DRB4_0103. The binding affinity (normalized) is 0.659. (2) The peptide sequence is MLRKLYNKLKTGQLH. The MHC is DRB1_0101 with pseudo-sequence QEFFIASGAAVDAIMWLFLECYDLQRATYHVGFT. The binding affinity (normalized) is 0.880. (3) The peptide sequence is YFILDGDNLFPKV. The MHC is DRB1_0401 with pseudo-sequence DRB1_0401. The binding affinity (normalized) is 0.722. (4) The peptide sequence is MVSRLLLNRFTMTHRR. The MHC is DRB1_1101 with pseudo-sequence DRB1_1101. The binding affinity (normalized) is 0.744. (5) The peptide sequence is LFAAFPSFAGLRPTF. The MHC is DRB1_1302 with pseudo-sequence DRB1_1302. The binding affinity (normalized) is 0.289. (6) The peptide sequence is EKKYSAATQFEPLAA. The MHC is DRB1_1602 with pseudo-sequence DRB1_1602. The binding affinity (normalized) is 0.467. (7) The peptide sequence is NHLINTPKIMPHHII. The MHC is DRB1_0101 with pseudo-sequence DRB1_0101. The binding affinity (normalized) is 0.332.